This data is from Forward reaction prediction with 1.9M reactions from USPTO patents (1976-2016). The task is: Predict the product of the given reaction. (1) Given the reactants CO[C:3]([C:5]1[CH:14]=[CH:13][C:12]2[CH2:11][CH2:10][CH:9]([NH2:15])[CH2:8][C:7]=2[CH:6]=1)=[O:4].[F:16][C:17]1[CH:18]=[C:19]([S:23](Cl)(=[O:25])=[O:24])[CH:20]=[CH:21][CH:22]=1.[OH:27][NH2:28].[OH-].[K+], predict the reaction product. The product is: [OH:27][NH:28][C:3]([C:5]1[CH:14]=[CH:13][C:12]2[CH2:11][CH2:10][CH:9]([NH:15][S:23]([C:19]3[CH:20]=[CH:21][CH:22]=[C:17]([F:16])[CH:18]=3)(=[O:25])=[O:24])[CH2:8][C:7]=2[CH:6]=1)=[O:4]. (2) Given the reactants Cl[C:2]1[CH:7]=[C:6]([O:8][CH2:9][CH2:10][O:11][CH3:12])[CH:5]=[CH:4][N:3]=1.CC(C1C=C(C(C)C)C(C2C=CC=CC=2P(C2CCCCC2)C2CCCCC2)=C(C(C)C)C=1)C.C[Si](C)(C)[N-:49][Si](C)(C)C.[Li+], predict the reaction product. The product is: [CH3:12][O:11][CH2:10][CH2:9][O:8][C:6]1[CH:5]=[CH:4][N:3]=[C:2]([NH2:49])[CH:7]=1.